From a dataset of Forward reaction prediction with 1.9M reactions from USPTO patents (1976-2016). Predict the product of the given reaction. The product is: [CH3:6][O:4][CH2:1][OH:5].[CH3:6][O:7][CH2:1][CH2:2][CH3:3]. Given the reactants [C:1]([OH:5])(=[O:4])[CH2:2][CH3:3].[CH3:6][OH:7], predict the reaction product.